From a dataset of Retrosynthesis with 50K atom-mapped reactions and 10 reaction types from USPTO. Predict the reactants needed to synthesize the given product. (1) Given the product COC(=O)c1ccc(C=CCCCBr)cc1, predict the reactants needed to synthesize it. The reactants are: BrCCCC[P+](c1ccccc1)(c1ccccc1)c1ccccc1.COC(=O)c1ccc(C=O)cc1. (2) The reactants are: CCOC(=O)C=Cc1ccc(C#N)cc1. Given the product CCOC(=O)CCc1ccc(C#N)cc1, predict the reactants needed to synthesize it.